The task is: Regression/Classification. Given a drug SMILES string, predict its absorption, distribution, metabolism, or excretion properties. Task type varies by dataset: regression for continuous measurements (e.g., permeability, clearance, half-life) or binary classification for categorical outcomes (e.g., BBB penetration, CYP inhibition). Dataset: cyp2c19_veith.. This data is from CYP2C19 inhibition data for predicting drug metabolism from PubChem BioAssay. (1) The molecule is Nc1ccc(O)c(C(=O)O)c1. The result is 1 (inhibitor). (2) The drug is CCn1c(SCC(=O)Nc2nc3ccc(C)cc3s2)nc2c(c1=O)SC(C)C2. The result is 1 (inhibitor). (3) The molecule is C=CC[C@@H]1C=C[C@@H](O/N=C2\[C@@H]3CCn4c(=O)n(-c5ccccc5)c(=O)n4[C@H]3[C@H](O)[C@H]3O[C@H]23)[C@@H](CO)O1. The result is 0 (non-inhibitor). (4) The drug is O=C(NCCN1CCN(Cc2ccccc2)CC1)C1CC(=O)N(C2CCCC2)C1. The result is 0 (non-inhibitor). (5) The molecule is COc1ccc(C(=O)N2CCC3(CC2)CCN(c2cccc(-c4ccccc4)c2)CC3)cc1. The result is 0 (non-inhibitor). (6) The result is 0 (non-inhibitor). The drug is COc1ncc2nc(C)c(=O)n(C)c2n1. (7) The drug is CCCC(=O)Nc1ccc2nc(SCC(=O)Nc3ccc(N4CCOCC4)c(Cl)c3)sc2c1. The result is 1 (inhibitor).